From a dataset of Drug-target binding data from BindingDB using IC50 measurements. Regression. Given a target protein amino acid sequence and a drug SMILES string, predict the binding affinity score between them. We predict pIC50 (pIC50 = -log10(IC50 in M); higher means more potent). Dataset: bindingdb_ic50. The small molecule is Nc1onc(-c2ccccc2)c1-c1ccc(C(O)(C(F)(F)F)C(F)(F)F)cc1. The target protein (O95822) has sequence MRGFGPGLTARRLLPLRLPPRPPGPRLASGQAAGALERAMDELLRRAVPPTPAYELREKTPAPAEGQCADFVSFYGGLAETAQRAELLGRLARGFGVDHGQVAEQSAGVLHLRQQQREAAVLLQAEDRLRYALVPRYRGLFHHISKLDGGVRFLVQLRADLLEAQALKLVEGPDVREMNGVLKGMLSEWFSSGFLNLERVTWHSPCEVLQKISEAEAVHPVKNWMDMKRRVGPYRRCYFFSHCSTPGEPLVVLHVALTGDISSNIQAIVKEHPPSETEEKNKITAAIFYSISLTQQGLQGVELGTFLIKRVVKELQREFPHLGVFSSLSPIPGFTKWLLGLLNSQTKEHGRNELFTDSECKEISEITGGPINETLKLLLSSSEWVQSEKLVRALQTPLMRLCAWYLYGEKHRGYALNPVANFHLQNGAVLWRINWMADVSLRGITGSCGLMANYRYFLEETGPNSTSYLGSKIIKASEQVLSLVAQFQKNSKL. The pIC50 is 5.6.